Dataset: Reaction yield outcomes from USPTO patents with 853,638 reactions. Task: Predict the reaction yield, written as a fraction of the theoretical maximum amount of product (1.0 means a 100% yield; for example, 0.34 means a 34% yield). (1) The product is [Cl:18][C:15]1[CH:16]=[CH:17][C:12]([S:9]([N:8]([C:7]2[C:2]([CH:35]([C:34]3[C:37]([F:41])=[CH:38][CH:39]=[CH:40][C:33]=3[Cl:32])[OH:36])=[N:3][CH:4]=[C:5]([Cl:31])[CH:6]=2)[CH2:23][O:24][CH3:25])(=[O:10])=[O:11])=[CH:13][C:14]=1[C:19]([F:20])([F:21])[F:22]. The reactants are Br[C:2]1[C:7]([N:8]([CH2:23][O:24][CH3:25])[S:9]([C:12]2[CH:17]=[CH:16][C:15]([Cl:18])=[C:14]([C:19]([F:22])([F:21])[F:20])[CH:13]=2)(=[O:11])=[O:10])=[CH:6][C:5](C)=[CH:4][N:3]=1.C([Mg][Cl:31])(C)C.[Cl:32][C:33]1[CH:40]=[CH:39][CH:38]=[C:37]([F:41])[C:34]=1[CH:35]=[O:36]. The yield is 0.510. The catalyst is C1COCC1. (2) The reactants are [CH2:1]([N:3]1[C:7]([NH:8][CH:9]([CH3:11])[CH3:10])=[CH:6][CH:5]=[N:4]1)[CH3:2].C(N(CC)C(C)C)(C)C.[Cl:21][CH2:22][C:23](Cl)=[O:24].O. The catalyst is ClCCl.C(OCC)(=O)C. The product is [Cl:21][CH2:22][C:23]([N:8]([C:7]1[N:3]([CH2:1][CH3:2])[N:4]=[CH:5][CH:6]=1)[CH:9]([CH3:10])[CH3:11])=[O:24]. The yield is 0.530. (3) The reactants are [NH2:1][C@@H:2]([C:5]([OH:7])=[O:6])[CH2:3][OH:4].[CH:8](=O)[C:9]1[CH:14]=[CH:13][CH:12]=[CH:11][CH:10]=1.[BH4-].[Na+]. The catalyst is [OH-].[Na+]. The product is [CH2:8]([NH:1][C@@H:2]([C:5]([OH:7])=[O:6])[CH2:3][OH:4])[C:9]1[CH:14]=[CH:13][CH:12]=[CH:11][CH:10]=1. The yield is 0.880. (4) The reactants are Br[C:2]1[C:3]([O:31][CH3:32])=[C:4]([C:16]2[CH:24]=[C:23]3[C:19]([C:20]([CH2:25][NH:26][S:27]([CH3:30])(=[O:29])=[O:28])=[CH:21][CH2:22]3)=[CH:18][CH:17]=2)[CH:5]=[C:6]([N:8]2[CH:13]=[CH:12][C:11](=[O:14])[NH:10][C:9]2=[O:15])[CH:7]=1.[O:33]1[CH:37]=[CH:36][C:35](B(O)O)=[CH:34]1. No catalyst specified. The product is [O:15]=[C:9]1[NH:10][C:11](=[O:14])[CH:12]=[CH:13][N:8]1[C:6]1[CH:7]=[C:2]([C:35]2[CH:36]=[CH:37][O:33][CH:34]=2)[C:3]([O:31][CH3:32])=[C:4]([C:16]2[CH:24]=[C:23]3[C:19]([C:20]([CH2:25][NH:26][S:27]([CH3:30])(=[O:29])=[O:28])=[CH:21][CH2:22]3)=[CH:18][CH:17]=2)[CH:5]=1. The yield is 0.450.